Dataset: Full USPTO retrosynthesis dataset with 1.9M reactions from patents (1976-2016). Task: Predict the reactants needed to synthesize the given product. (1) Given the product [CH3:1][S:2]([N:5]1[C:10]2[CH:11]=[C:12]([CH2:15][N:16]3[CH2:17][CH2:18][NH:19][CH2:20][CH2:21]3)[CH:13]=[CH:14][C:9]=2[O:8][CH2:7][CH2:6]1)(=[O:4])=[O:3], predict the reactants needed to synthesize it. The reactants are: [CH3:1][S:2]([N:5]1[C:10]2[CH:11]=[C:12]([CH2:15][N:16]3[CH2:21][CH2:20][N:19](C(OC(C)(C)C)=O)[CH2:18][CH2:17]3)[CH:13]=[CH:14][C:9]=2[O:8][CH2:7][CH2:6]1)(=[O:4])=[O:3].FC(F)(F)C(O)=O. (2) Given the product [C:1]([O:5][C:6]([N:8]1[CH2:13][CH2:12][N:11]([C:16]2[CH:21]=[CH:20][C:19]([CH3:22])=[CH:18][C:17]=2[CH3:23])[C:10](=[O:14])[CH2:9]1)=[O:7])([CH3:4])([CH3:2])[CH3:3], predict the reactants needed to synthesize it. The reactants are: [C:1]([O:5][C:6]([N:8]1[CH2:13][CH2:12][NH:11][C:10](=[O:14])[CH2:9]1)=[O:7])([CH3:4])([CH3:3])[CH3:2].Br[C:16]1[CH:21]=[CH:20][C:19]([CH3:22])=[CH:18][C:17]=1[CH3:23].C(=O)([O-])[O-].[K+].[K+].CNCCNC. (3) Given the product [NH2:1][C:2]([O:4][CH:5]1[CH2:10][CH2:9][CH2:8][N:7]([C:11]2[N:12]=[C:13]3[CH:30]=[C:29]([C:31]([NH:33][C:34]4[S:35][CH:36]=[C:37]([CH:39]5[CH2:42][CH2:41][CH2:40]5)[N:38]=4)=[O:32])[CH:28]=[CH:27][N:14]3[C:15](=[O:26])[C:16]=2/[CH:17]=[CH:18]/[C:19]([OH:21])=[O:20])[CH2:6]1)=[O:3], predict the reactants needed to synthesize it. The reactants are: [NH2:1][C:2]([O:4][CH:5]1[CH2:10][CH2:9][CH2:8][N:7]([C:11]2[N:12]=[C:13]3[CH:30]=[C:29]([C:31]([NH:33][C:34]4[S:35][CH:36]=[C:37]([CH:39]5[CH2:42][CH2:41][CH2:40]5)[N:38]=4)=[O:32])[CH:28]=[CH:27][N:14]3[C:15](=[O:26])[C:16]=2/[CH:17]=[CH:18]/[C:19]([O:21]C(C)(C)C)=[O:20])[CH2:6]1)=[O:3].Cl. (4) Given the product [O:1]=[C:2]1[NH:6][C:5]2[S:7][C:8]([C:10]([NH2:12])=[O:11])=[CH:9][C:4]=2/[C:3]/1=[CH:24]/[C:23]1[C:19]([C:13]2[CH:14]=[CH:15][CH:16]=[CH:17][CH:18]=2)=[N:20][NH:21][CH:22]=1, predict the reactants needed to synthesize it. The reactants are: [O:1]=[C:2]1[NH:6][C:5]2[S:7][C:8]([C:10]([NH2:12])=[O:11])=[CH:9][C:4]=2[CH2:3]1.[C:13]1([C:19]2[C:23]([CH:24]=O)=[CH:22][NH:21][N:20]=2)[CH:18]=[CH:17][CH:16]=[CH:15][CH:14]=1. (5) Given the product [Cl:11][C:12]1[CH:17]=[CH:16][C:15]([S:18]([NH:8][C:6]2[C:5]([O:9][CH3:10])=[N:4][CH:3]=[C:2]([Cl:1])[N:7]=2)(=[O:20])=[O:19])=[CH:14][CH:13]=1, predict the reactants needed to synthesize it. The reactants are: [Cl:1][C:2]1[N:7]=[C:6]([NH2:8])[C:5]([O:9][CH3:10])=[N:4][CH:3]=1.[Cl:11][C:12]1[CH:17]=[CH:16][C:15]([S:18](Cl)(=[O:20])=[O:19])=[CH:14][CH:13]=1.